From a dataset of Peptide-MHC class II binding affinity with 134,281 pairs from IEDB. Regression. Given a peptide amino acid sequence and an MHC pseudo amino acid sequence, predict their binding affinity value. This is MHC class II binding data. (1) The peptide sequence is IGYGKATLECQVQTA. The MHC is DRB1_1302 with pseudo-sequence DRB1_1302. The binding affinity (normalized) is 0.161. (2) The binding affinity (normalized) is 0.266. The peptide sequence is AEGGKATTEEQKLIE. The MHC is DRB1_0701 with pseudo-sequence DRB1_0701. (3) The peptide sequence is GELQIVDKIDAWFKI. The MHC is DRB1_0401 with pseudo-sequence DRB1_0401. The binding affinity (normalized) is 0.330. (4) The peptide sequence is YDKFLANVSTNLTGK. The MHC is DRB1_0401 with pseudo-sequence DRB1_0401. The binding affinity (normalized) is 0.747. (5) The peptide sequence is GSFVRTVSLPVGADE. The MHC is HLA-DQA10401-DQB10402 with pseudo-sequence HLA-DQA10401-DQB10402. The binding affinity (normalized) is 0.559. (6) The peptide sequence is AMAPTMAAPGAAVAS. The MHC is HLA-DPA10201-DPB10501 with pseudo-sequence HLA-DPA10201-DPB10501. The binding affinity (normalized) is 0.0589. (7) The peptide sequence is AGLKTNDRKWCFEGP. The MHC is DRB5_0101 with pseudo-sequence DRB5_0101. The binding affinity (normalized) is 0.391.